From a dataset of Full USPTO retrosynthesis dataset with 1.9M reactions from patents (1976-2016). Predict the reactants needed to synthesize the given product. (1) The reactants are: [OH2:1].[O-:2][Mn](=O)(=O)=O.[K+].[CH3:8][C:9]1[CH:14]=[C:13]([CH3:15])[N:12]=[CH:11][N:10]=1.Cl. Given the product [CH3:15][C:13]1[N:12]=[CH:11][N:10]=[C:9]([C:8]([OH:2])=[O:1])[CH:14]=1, predict the reactants needed to synthesize it. (2) Given the product [C:22]([O:25][CH2:26][C:27]1[C:28]([N:42]2[CH2:53][CH2:52][N:51]3[C:44](=[CH:45][C:46]4[CH2:47][C:48]([CH3:55])([CH3:54])[CH2:49][C:50]=43)[C:43]2=[O:56])=[N:29][CH:30]=[CH:31][C:32]=1[C:2]1[CH:3]=[C:4]([NH:10][C:11]2[CH:21]=[C:14]3[CH2:15][N:16]([CH3:20])[C:17](=[O:19])[CH2:18][N:13]3[N:12]=2)[C:5](=[O:9])[N:6]([CH3:8])[CH:7]=1)(=[O:24])[CH3:23], predict the reactants needed to synthesize it. The reactants are: Br[C:2]1[CH:3]=[C:4]([NH:10][C:11]2[CH:21]=[C:14]3[CH2:15][N:16]([CH3:20])[C:17](=[O:19])[CH2:18][N:13]3[N:12]=2)[C:5](=[O:9])[N:6]([CH3:8])[CH:7]=1.[C:22]([O:25][CH2:26][C:27]1[C:28]([N:42]2[CH2:53][CH2:52][N:51]3[C:44](=[CH:45][C:46]4[CH2:47][C:48]([CH3:55])([CH3:54])[CH2:49][C:50]=43)[C:43]2=[O:56])=[N:29][CH:30]=[CH:31][C:32]=1B1OC(C)(C)C(C)(C)O1)(=[O:24])[CH3:23].[O-]P([O-])([O-])=O.[K+].[K+].[K+].C([O-])(=O)C.[Na+]. (3) The reactants are: C(OC([N:8]1[C:12]2[CH:13]=[CH:14][CH:15]=[CH:16][C:11]=2[N:10]=[C:9]1[CH2:17][NH:18][CH:19]1[C:28]2[N:27]=[CH:26][CH:25]=[CH:24][C:23]=2[CH2:22][CH2:21][CH2:20]1)=O)(C)(C)C.[CH:29]1[C:34]([CH:35]=O)=[CH:33][C:32]2[O:37][CH2:38][O:39][C:31]=2[CH:30]=1.CC(O)=O.[BH-](OC(C)=O)(OC(C)=O)OC(C)=O.[Na+]. Given the product [O:39]1[C:31]2[CH:30]=[CH:29][C:34]([CH2:35][N:18]([CH2:17][C:9]3[NH:8][C:12]4[CH:13]=[CH:14][CH:15]=[CH:16][C:11]=4[N:10]=3)[CH:19]3[C:28]4[N:27]=[CH:26][CH:25]=[CH:24][C:23]=4[CH2:22][CH2:21][CH2:20]3)=[CH:33][C:32]=2[O:37][CH2:38]1, predict the reactants needed to synthesize it. (4) Given the product [ClH:41].[F:34][C:10]1[C:11]([CH2:24][NH:25][CH3:26])=[CH:12][N:13]([S:14]([C:17]2[CH:22]=[CH:21][CH:20]=[C:19]([F:23])[CH:18]=2)(=[O:16])=[O:15])[C:9]=1[C:8]1[C:3]([C:1]#[N:2])=[N:4][CH:5]=[CH:6][CH:7]=1, predict the reactants needed to synthesize it. The reactants are: [C:1]([C:3]1[C:8]([C:9]2[N:13]([S:14]([C:17]3[CH:22]=[CH:21][CH:20]=[C:19]([F:23])[CH:18]=3)(=[O:16])=[O:15])[CH:12]=[C:11]([CH2:24][N:25](C)[C:26](=O)OC(C)(C)C)[C:10]=2[F:34])=[CH:7][CH:6]=[CH:5][N:4]=1)#[N:2].C(OCC)(=O)C.[ClH:41].